From a dataset of Forward reaction prediction with 1.9M reactions from USPTO patents (1976-2016). Predict the product of the given reaction. (1) Given the reactants [O:1]=[C:2]1[NH:11][C:10]2[C:5](=[CH:6][CH:7]=[CH:8][CH:9]=2)[NH:4][C@@H:3]1[CH2:12][C:13]([O:15][CH3:16])=[O:14].N1(C2C=CN=CC=2)CCCC1.[F:28][C:29]1[CH:30]=[C:31]([CH:35]=[CH:36][C:37]=1[F:38])[C:32](Cl)=[O:33].Cl, predict the reaction product. The product is: [F:28][C:29]1[CH:30]=[C:31]([CH:35]=[CH:36][C:37]=1[F:38])[C:32]([N:4]1[C:5]2[C:10](=[CH:9][CH:8]=[CH:7][CH:6]=2)[NH:11][C:2](=[O:1])[C@H:3]1[CH2:12][C:13]([O:15][CH3:16])=[O:14])=[O:33]. (2) Given the reactants [Br:1][C:2]1[CH:7]=[CH:6][C:5]([N:8]2[C:12]([C:13]([O:15][CH2:16][CH3:17])=[O:14])=[CH:11][CH:10]=[N:9]2)=[CH:4][CH:3]=1.[I:18]Cl, predict the reaction product. The product is: [CH2:16]([O:15][C:13]([C:12]1[N:8]([C:5]2[CH:4]=[CH:3][C:2]([Br:1])=[CH:7][CH:6]=2)[N:9]=[CH:10][C:11]=1[I:18])=[O:14])[CH3:17]. (3) Given the reactants [CH2:1]([N:5]1[CH:9]=[CH:8][N:7]=[N:6]1)[CH2:2][C:3]#[CH:4].B1C2CCCC1CCC2.[C:19]([O:23][C:24](=[O:33])[NH:25][C:26]1[CH:31]=[CH:30][C:29](I)=[CH:28][CH:27]=1)([CH3:22])([CH3:21])[CH3:20].C(=O)([O-])[O-].[K+].[K+], predict the reaction product. The product is: [C:19]([O:23][C:24](=[O:33])[NH:25][C:26]1[CH:27]=[CH:28][C:29]([CH:4]=[CH:3][CH2:2][CH2:1][N:5]2[CH:9]=[CH:8][N:7]=[N:6]2)=[CH:30][CH:31]=1)([CH3:22])([CH3:20])[CH3:21]. (4) Given the reactants [C:1](NC1C=CC=CC=1)(=O)[CH3:2].[S:11](=[O:15])(=O)(O)O.[NH:16]1[C:25]2[C:20](=[CH:21][CH:22]=[CH:23][CH:24]=2)[CH:19]=[CH:18][C:17]1=O.C(I)(C)C.[F-].[Cs+].Cl.[NH2:34]CCS.[H-].[Na+].C1C=CC(P(C2C(C3C(P(C4C=CC=CC=4)C4C=CC=CC=4)=CC=C4C=3C=CC=C4)=C3C(C=CC=C3)=CC=2)C2C=CC=CC=2)=CC=1.CC(C)([O-])C.[Na+].C=O.N=O.Cl, predict the reaction product. The product is: [N:16]1[C:25]2[C:20](=[CH:21][CH:22]=[C:23]3[NH:34][S:11](=[O:15])[CH:2]=[CH:1][C:24]3=2)[CH:19]=[CH:18][CH:17]=1. (5) Given the reactants [N:1]([CH2:4][CH2:5][CH2:6][N:7]1[CH:11]=[CH:10][N:9]=[C:8]1[CH:12]=O)=[N+:2]=[N-:3].[NH2:14][OH:15].Cl.C([O-])([O-])=O.[Na+].[Na+], predict the reaction product. The product is: [N:1]([CH2:4][CH2:5][CH2:6][N:7]1[CH:11]=[CH:10][N:9]=[C:8]1[CH:12]=[N:14][OH:15])=[N+:2]=[N-:3]. (6) Given the reactants C([NH:8][C@@H:9]1[CH2:18][C:17]2[C:12](=[CH:13][CH:14]=[CH:15][C:16]=2[O:19][CH2:20][C:21]([O:23][CH2:24][CH3:25])=[O:22])[CH2:11][C@H:10]1[OH:26])C1C=CC=CC=1.[ClH:27], predict the reaction product. The product is: [ClH:27].[NH2:8][C@@H:9]1[CH2:18][C:17]2[C:12](=[CH:13][CH:14]=[CH:15][C:16]=2[O:19][CH2:20][C:21]([O:23][CH2:24][CH3:25])=[O:22])[CH2:11][C@H:10]1[OH:26]. (7) Given the reactants [CH3:1][O:2][C:3](=[O:32])[C:4]1[CH:9]=[CH:8][C:7]([O:10][CH2:11][CH2:12][CH2:13]Br)=[CH:6][C:5]=1[NH:15][C:16](=[O:31])[C:17]1[CH:22]=[C:21]([C:23]([F:26])([F:25])[F:24])[CH:20]=[C:19]([C:27]([F:30])([F:29])[F:28])[CH:18]=1.[F:33][C:34]([F:45])([F:44])[C:35]1[CH:43]=[CH:42][C:38]([CH:39]=[N:40][OH:41])=[CH:37][CH:36]=1.C(=O)([O-])[O-].[Cs+].[Cs+], predict the reaction product. The product is: [CH3:1][O:2][C:3](=[O:32])[C:4]1[CH:9]=[CH:8][C:7]([O:10][CH2:11][CH2:12][CH2:13][O:41]/[N:40]=[CH:39]/[C:38]2[CH:37]=[CH:36][C:35]([C:34]([F:33])([F:45])[F:44])=[CH:43][CH:42]=2)=[CH:6][C:5]=1[NH:15][C:16](=[O:31])[C:17]1[CH:22]=[C:21]([C:23]([F:26])([F:25])[F:24])[CH:20]=[C:19]([C:27]([F:30])([F:29])[F:28])[CH:18]=1. (8) The product is: [Cl-:23].[Cl:23][CH2:11][CH:10]([NH:9][C:8]([CH2:7][CH2:6][CH:5]([NH3+:19])[C:4]([O:3][CH2:1][CH3:2])=[O:20])=[O:18])[C:13]([O:15][CH2:16][CH3:17])=[O:14]. Given the reactants [CH2:1]([O:3][C:4](=[O:20])[CH:5]([NH2:19])[CH2:6][CH2:7][C:8](=[O:18])[NH:9][CH:10]([C:13]([O:15][CH2:16][CH3:17])=[O:14])[CH2:11]O)[CH3:2].S(Cl)([Cl:23])=O, predict the reaction product. (9) Given the reactants Cl[C:2]1[N:7]=[CH:6][N:5]=[C:4]([CH2:8][O:9][C:10](=[O:16])[CH2:11][CH2:12][CH2:13][CH2:14][CH3:15])[CH:3]=1.[CH2:17]([O:19][C:20]([C:22]1[C:23]2[CH:30]=[CH:29][C:28]([OH:31])=[CH:27][C:24]=2[S:25][CH:26]=1)=[O:21])[CH3:18].[O-]P([O-])([O-])=O.[K+].[K+].[K+], predict the reaction product. The product is: [CH2:17]([O:19][C:20]([C:22]1[C:23]2[CH:30]=[CH:29][C:28]([O:31][C:2]3[N:7]=[CH:6][N:5]=[C:4]([CH2:8][O:9][C:10](=[O:16])[CH2:11][CH2:12][CH2:13][CH2:14][CH3:15])[CH:3]=3)=[CH:27][C:24]=2[S:25][CH:26]=1)=[O:21])[CH3:18]. (10) The product is: [CH:14]1([CH2:13][NH:12][C:4]2[N:3]=[C:2]([NH:17][C@H:18]([CH2:21][CH3:22])[CH2:19][OH:20])[N:10]=[C:9]3[C:5]=2[N:6]=[CH:7][N:8]3[CH3:11])[CH2:16][CH2:15]1. Given the reactants Cl[C:2]1[N:10]=[C:9]2[C:5]([N:6]=[CH:7][N:8]2[CH3:11])=[C:4]([NH:12][CH2:13][CH:14]2[CH2:16][CH2:15]2)[N:3]=1.[NH2:17][C@H:18]([CH2:21][CH3:22])[CH2:19][OH:20].CCOCC, predict the reaction product.